This data is from Full USPTO retrosynthesis dataset with 1.9M reactions from patents (1976-2016). The task is: Predict the reactants needed to synthesize the given product. (1) Given the product [CH2:30]([NH:36][C:3](=[O:29])[C:4]1[CH:9]=[CH:8][N:7]=[C:6]([N:10]2[CH2:15][CH2:14][N:13]([C:16](=[O:28])[C:17]3[CH:22]=[C:21]([NH:38][CH2:37][CH2:6][CH2:5][CH2:4][CH2:9][CH3:8])[CH:20]=[CH:19][C:18]=3[C:24]([F:27])([F:26])[F:25])[CH2:12][CH2:11]2)[CH:5]=1)[CH2:31][CH2:32][CH2:33][CH2:34][CH3:35], predict the reactants needed to synthesize it. The reactants are: CO[C:3](=[O:29])[C:4]1[CH:9]=[CH:8][N:7]=[C:6]([N:10]2[CH2:15][CH2:14][N:13]([C:16](=[O:28])[C:17]3[CH:22]=[C:21](F)[CH:20]=[CH:19][C:18]=3[C:24]([F:27])([F:26])[F:25])[CH2:12][CH2:11]2)[CH:5]=1.[CH2:30]([NH2:36])[CH2:31][CH2:32][CH2:33][CH2:34][CH3:35].[C-:37]#[N:38].[Na+]. (2) Given the product [C:1]([O:5][C:6](=[O:11])[NH:7][CH2:8][CH2:9][O:10][N:32]1[C:36](=[O:37])[C:35]2[C:34](=[CH:41][CH:40]=[CH:39][CH:38]=2)[C:33]1=[O:42])([CH3:4])([CH3:2])[CH3:3], predict the reactants needed to synthesize it. The reactants are: [C:1]([O:5][C:6](=[O:11])[NH:7][CH2:8][CH2:9][OH:10])([CH3:4])([CH3:3])[CH3:2].C1(P(C2C=CC=CC=2)C2C=CC=CC=2)C=CC=CC=1.O[N:32]1[C:36](=[O:37])[C:35]2=[CH:38][CH:39]=[CH:40][CH:41]=[C:34]2[C:33]1=[O:42].N(C(OCC)=O)=NC(OCC)=O.